The task is: Predict the product of the given reaction.. This data is from Forward reaction prediction with 1.9M reactions from USPTO patents (1976-2016). (1) Given the reactants [Cl:1][C:2]1[CH:3]=[C:4]([CH:10]=[C:11]([CH3:15])[C:12]=1[CH:13]=O)[C:5]([O:7][CH2:8][CH3:9])=[O:6].[CH3:16][N:17]([C@H:25]1[CH2:30][CH2:29][CH2:28][NH:27][CH2:26]1)[C:18](=[O:24])[O:19][C:20]([CH3:23])([CH3:22])[CH3:21], predict the reaction product. The product is: [Cl:1][C:2]1[CH:3]=[C:4]([CH:10]=[C:11]([CH3:15])[C:12]=1[CH2:13][N:27]1[CH2:28][CH2:29][CH2:30][C@H:25]([N:17]([CH3:16])[C:18]([O:19][C:20]([CH3:22])([CH3:21])[CH3:23])=[O:24])[CH2:26]1)[C:5]([O:7][CH2:8][CH3:9])=[O:6]. (2) Given the reactants [CH2:1]([Zn]CC)C.[C:6]([O:10][C:11]([N:13]1[CH2:18][CH:17]=[C:16]([CH2:19][OH:20])[CH2:15][CH2:14]1)=[O:12])([CH3:9])([CH3:8])[CH3:7].[Cl-].[NH4+], predict the reaction product. The product is: [C:6]([O:10][C:11]([N:13]1[CH2:14][CH2:15][C:16]2([CH2:19][OH:20])[CH:17]([CH2:1]2)[CH2:18]1)=[O:12])([CH3:9])([CH3:8])[CH3:7].